Dataset: Reaction yield outcomes from USPTO patents with 853,638 reactions. Task: Predict the reaction yield, written as a fraction of the theoretical maximum amount of product (1.0 means a 100% yield; for example, 0.34 means a 34% yield). (1) The reactants are [CH3:1][C:2]1([CH3:5])[CH2:4][NH:3]1.[OH-].[Na+].[C:8](Cl)(=[O:15])[C:9]1[CH:14]=[CH:13][CH:12]=[CH:11][CH:10]=1. The catalyst is ClCCl. The product is [CH3:1][C:2]1([CH3:5])[CH2:4][N:3]1[C:8]([C:9]1[CH:14]=[CH:13][CH:12]=[CH:11][CH:10]=1)=[O:15]. The yield is 0.870. (2) The reactants are [CH:1]1([CH2:4][O:5][C:6]2[CH:11]=[CH:10][CH:9]=[C:8]([O:12]CC3C=CC(OC)=CC=3)[C:7]=2[C:22]2[CH:23]=[C:24]([CH:33]3[CH2:38][CH2:37][CH2:36][N:35](C(OC(C)(C)C)=O)[CH2:34]3)[C:25]3[CH2:30][O:29][C:28](=[O:31])[NH:27][C:26]=3[N:32]=2)[CH2:3][CH2:2]1.[ClH:46]. The catalyst is O1CCOCC1. The product is [ClH:46].[CH:1]1([CH2:4][O:5][C:6]2[CH:11]=[CH:10][CH:9]=[C:8]([OH:12])[C:7]=2[C:22]2[CH:23]=[C:24]([CH:33]3[CH2:38][CH2:37][CH2:36][NH:35][CH2:34]3)[C:25]3[CH2:30][O:29][C:28](=[O:31])[NH:27][C:26]=3[N:32]=2)[CH2:2][CH2:3]1. The yield is 0.620. (3) The reactants are C(O[C:6](=O)[NH:7][CH2:8][C:9]([N:11]1[CH2:15][CH2:14][CH2:13][CH:12]1[C:16]#[N:17])=[O:10])(C)(C)C.FC(F)(F)C(O)=O.C(N(CC)CC)C.[F:33][C:34]1[CH:39]=[CH:38][C:37]([C:40]2([OH:49])[CH2:47][CH:46]3[CH:42]([CH2:43]C(=O)[CH2:45]3)[CH2:41]2)=[CH:36][CH:35]=1.C(O[BH-](OC(=O)C)OC(=O)C)(=O)C.[Na+]. No catalyst specified. The product is [F:33][C:34]1[CH:35]=[CH:36][C:37]([C:40]2([OH:49])[CH2:47][CH:46]3[CH:42]([CH2:43][CH:6]([NH:7][CH2:8][C:9]([N:11]4[CH2:15][CH2:14][CH2:13][CH:12]4[C:16]#[N:17])=[O:10])[CH2:45]3)[CH2:41]2)=[CH:38][CH:39]=1. The yield is 0.166. (4) The reactants are Br[C:2]1[CH:7]=[CH:6][C:5](/[CH:8]=[CH:9]/[C:10]2[NH:11][CH:12]=[C:13]([C:15]3[CH:20]=[CH:19][C:18]([Cl:21])=[CH:17][C:16]=3[Cl:22])[N:14]=2)=[CH:4][CH:3]=1.I[CH2:24][C:25]([F:28])([F:27])[F:26].[CH3:29][O:30][C:31]1[CH:36]=[CH:35][C:34](B(O)O)=[CH:33][CH:32]=1.BrC[CH2:42][CH2:43][C:44]([O:46]C)=[O:45]. No catalyst specified. The product is [Cl:22][C:16]1[CH:17]=[C:18]([Cl:21])[CH:19]=[CH:20][C:15]=1[C:13]1[N:14]=[C:10](/[CH:9]=[CH:8]/[C:5]2[CH:6]=[CH:7][C:2]([C:34]3[CH:35]=[CH:36][C:31]([O:30][CH2:29][CH2:42][CH2:43][C:44]([OH:46])=[O:45])=[CH:32][CH:33]=3)=[CH:3][CH:4]=2)[N:11]([CH2:24][C:25]([F:28])([F:27])[F:26])[CH:12]=1. The yield is 0.160.